The task is: Predict the product of the given reaction.. This data is from Forward reaction prediction with 1.9M reactions from USPTO patents (1976-2016). Given the reactants C[Si](OS(C(F)(F)F)(=O)=O)(C)C.[Cl:13][C:14]([Cl:52])([Cl:51])[CH2:15][O:16][C:17]([C@@H:19]1[CH2:24][CH2:23][CH2:22][N:21]([C:25](=[O:50])[C@@H:26]([NH:42][C:43](OC(C)(C)C)=[O:44])[CH2:27][C:28]2[CH:33]=[CH:32][CH:31]=[C:30]([O:34][Si:35]([C:38]([CH3:41])([CH3:40])[CH3:39])([CH3:37])[CH3:36])[CH:29]=2)[NH:20]1)=[O:18].C(N(CC)C(C)C)(C)C.[C:62]([O:66][C:67]([NH:69][C@@H:70]([CH2:74][C:75]1[CH:80]=[CH:79][C:78]([O:81][CH3:82])=[CH:77][CH:76]=1)C(O)=O)=[O:68])([CH3:65])([CH3:64])[CH3:63], predict the reaction product. The product is: [Cl:13][C:14]([Cl:52])([Cl:51])[CH2:15][O:16][C:17]([C@@H:19]1[CH2:24][CH2:23][CH2:22][N:21]([C:25](=[O:50])[C@@H:26]([NH:42][C:43](=[O:44])[C@@H:70]([NH:69][C:67]([O:66][C:62]([CH3:65])([CH3:64])[CH3:63])=[O:68])[CH2:74][C:75]2[CH:76]=[CH:77][C:78]([O:81][CH3:82])=[CH:79][CH:80]=2)[CH2:27][C:28]2[CH:33]=[CH:32][CH:31]=[C:30]([O:34][Si:35]([C:38]([CH3:39])([CH3:41])[CH3:40])([CH3:37])[CH3:36])[CH:29]=2)[NH:20]1)=[O:18].